Dataset: Full USPTO retrosynthesis dataset with 1.9M reactions from patents (1976-2016). Task: Predict the reactants needed to synthesize the given product. (1) Given the product [CH2:25]([O:24][C:22]([CH:16]1[C:17](=[O:19])[C:3]2[C:2](=[C:11]3[C:6](=[CH:5][CH:4]=2)[CH:7]=[CH:8][CH:9]=[N:10]3)[N:1]=[CH:15]1)=[O:23])[CH3:26], predict the reactants needed to synthesize it. The reactants are: [NH2:1][C:2]1[CH:3]=[CH:4][CH:5]=[C:6]2[C:11]=1[N:10]=[CH:9][CH:8]=[CH:7]2.C(O[CH:15]=[C:16]([C:22]([O:24][CH2:25][CH3:26])=[O:23])[C:17]([O:19]CC)=O)C.C1(OC2C=CC=CC=2)C=CC=CC=1. (2) Given the product [CH3:33][CH:2]([CH3:1])[C@H:3]([N:7]([C:8](=[O:9])[CH2:10][CH2:14][CH2:13][CH3:12])[CH2:15][C:16]1[CH:21]=[CH:20][C:19]([C:22]2[CH:27]=[CH:26][CH:25]=[CH:24][C:23]=2[C:28]2[NH:32][N:31]=[N:30][N:29]=2)=[CH:18][CH:17]=1)[C:4]([OH:6])=[O:5], predict the reactants needed to synthesize it. The reactants are: [CH3:1][CH:2]([CH3:33])[C@H:3]([N:7]([CH2:15][C:16]1[CH:21]=[CH:20][C:19]([C:22]2[CH:27]=[CH:26][CH:25]=[CH:24][C:23]=2[C:28]2[NH:32][N:31]=[N:30][N:29]=2)=[CH:18][CH:17]=1)[C:8]([C:10]1S[CH:12]=[CH:13][CH:14]=1)=[O:9])[C:4]([OH:6])=[O:5]. (3) Given the product [N+:5]([C:8]1[CH:19]=[CH:18][C:17]2[CH2:16][CH:15]3[CH:20]([NH:21][OH:22])[CH:12]([CH2:13][CH2:14]3)[CH2:11][C:10]=2[CH:9]=1)([O-:7])=[O:6], predict the reactants needed to synthesize it. The reactants are: C([BH3-])#N.[Na+].[N+:5]([C:8]1[CH:19]=[CH:18][C:17]2[CH2:16][CH:15]3[C:20](=[N:21][OH:22])[CH:12]([CH2:13][CH2:14]3)[CH2:11][C:10]=2[CH:9]=1)([O-:7])=[O:6].Cl.CN(C1C=CC(N=NC2C=CC(S(O)(=O)=O)=CC=2)=CC=1)C. (4) Given the product [CH:20]1([C:23]([C:16]2[C:15]3[C:19](=[C:11]([CH2:10][S:9][CH3:8])[CH:12]=[CH:13][CH:14]=3)[NH:18][CH:17]=2)([C:26]2[CH:31]=[CH:30][C:29]([CH3:32])=[CH:28][CH:27]=2)[CH3:24])[CH2:22][CH2:21]1, predict the reactants needed to synthesize it. The reactants are: FC(F)(F)C(O)=O.[CH3:8][S:9][CH2:10][C:11]1[CH:12]=[CH:13][CH:14]=[C:15]2[C:19]=1[NH:18][CH:17]=[CH:16]2.[CH:20]1([C:23]([C:26]2[CH:31]=[CH:30][C:29]([CH3:32])=[CH:28][CH:27]=2)(O)[CH3:24])[CH2:22][CH2:21]1. (5) Given the product [F:11][CH2:17][CH:16]1[CH2:15][N:19]1[C:20]1[CH:21]=[C:22]2[C:31](=[CH:32][CH:33]=1)[S:30][C:29]1[C:28]([C:34]3[NH:39][C:38](=[O:40])[CH:37]=[C:36]([N:41]4[CH2:42][CH2:43][O:44][CH2:45][CH2:46]4)[CH:35]=3)=[CH:27][CH:26]=[CH:25][C:24]=1[S:23]2, predict the reactants needed to synthesize it. The reactants are: COCCN(S(F)(F)[F:11])CCOC.O[CH2:15][CH:16]([NH:19][C:20]1[CH:21]=[C:22]2[C:31](=[CH:32][CH:33]=1)[S:30][C:29]1[C:28]([C:34]3[NH:39][C:38](=[O:40])[CH:37]=[C:36]([N:41]4[CH2:46][CH2:45][O:44][CH2:43][CH2:42]4)[CH:35]=3)=[CH:27][CH:26]=[CH:25][C:24]=1[S:23]2)[CH2:17]O.C(=O)([O-])O.[Na+]. (6) Given the product [CH3:16][C:11]1([CH3:17])[C:12]([CH3:15])([CH3:14])[O:13][B:9]([C:6]2[CH:7]=[CH:8][C:3]([CH2:2][N:27]3[CH2:32][CH2:31][S:30](=[O:34])(=[O:33])[CH2:29][CH2:28]3)=[CH:4][CH:5]=2)[O:10]1, predict the reactants needed to synthesize it. The reactants are: Br[CH2:2][C:3]1[CH:8]=[CH:7][C:6]([B:9]2[O:13][C:12]([CH3:15])([CH3:14])[C:11]([CH3:17])([CH3:16])[O:10]2)=[CH:5][CH:4]=1.CCN(C(C)C)C(C)C.[NH:27]1[CH2:32][CH2:31][S:30](=[O:34])(=[O:33])[CH2:29][CH2:28]1.